Dataset: Full USPTO retrosynthesis dataset with 1.9M reactions from patents (1976-2016). Task: Predict the reactants needed to synthesize the given product. (1) Given the product [CH2:34]([N:21]1[CH2:20][C:19]2[C:23](=[CH:24][C:16]([N:13]3[CH2:12][CH2:11][N:10]([CH2:9][CH2:8][CH:7]([C:1]4[CH:2]=[CH:3][CH:4]=[CH:5][CH:6]=4)[C:26]4[CH:31]=[CH:30][CH:29]=[CH:28][CH:27]=4)[CH2:15][CH2:14]3)=[CH:17][CH:18]=2)[C:22]1=[O:25])[CH:33]=[CH2:32], predict the reactants needed to synthesize it. The reactants are: [C:1]1([CH:7]([C:26]2[CH:31]=[CH:30][CH:29]=[CH:28][CH:27]=2)[CH2:8][CH2:9][N:10]2[CH2:15][CH2:14][N:13]([C:16]3[CH:24]=[C:23]4[C:19]([CH2:20][NH:21][C:22]4=[O:25])=[CH:18][CH:17]=3)[CH2:12][CH2:11]2)[CH:6]=[CH:5][CH:4]=[CH:3][CH:2]=1.[CH2:32](Br)[CH:33]=[CH2:34]. (2) Given the product [CH3:34][CH:35]1[CH2:40][CH2:39][N:38]([C:21](=[O:23])[CH2:20][CH2:19][CH2:18][C@H:17]([NH:16][C:14]([C:11]2[CH:10]=[N:9][N:8]([C:5]3[CH:6]=[CH:7][C:2]([Cl:1])=[CH:3][CH:4]=3)[C:12]=2[CH3:13])=[O:15])[C:24]2[CH:29]=[CH:28][CH:27]=[C:26]([C:30]([F:31])([F:32])[F:33])[CH:25]=2)[CH2:37][CH2:36]1, predict the reactants needed to synthesize it. The reactants are: [Cl:1][C:2]1[CH:7]=[CH:6][C:5]([N:8]2[C:12]([CH3:13])=[C:11]([C:14]([NH:16][C@H:17]([C:24]3[CH:29]=[CH:28][CH:27]=[C:26]([C:30]([F:33])([F:32])[F:31])[CH:25]=3)[CH2:18][CH2:19][CH2:20][C:21]([OH:23])=O)=[O:15])[CH:10]=[N:9]2)=[CH:4][CH:3]=1.[CH3:34][CH:35]1[CH2:40][CH2:39][NH:38][CH2:37][CH2:36]1.F[B-](F)(F)F.N1(OC(N(C)C)=[N+](C)C)C2C=CC=CC=2N=N1. (3) The reactants are: [Cl:1][CH2:2][C:3]1[CH:11]=[CH:10][C:6]([C:7]([OH:9])=O)=[CH:5][CH:4]=1.[N:12]1[CH:17]=[CH:16][N:15]=[CH:14][C:13]=1[NH2:18].ClC1C=CC(Cl)=CC=1OCC1C=C(C=CC=1)C(NC1C=NN(CC2C=CC(F)=CC=2)C=1)=O. Given the product [Cl:1][CH2:2][C:3]1[CH:4]=[CH:5][C:6]([C:7]([NH:18][C:13]2[CH:14]=[N:15][CH:16]=[CH:17][N:12]=2)=[O:9])=[CH:10][CH:11]=1, predict the reactants needed to synthesize it. (4) The reactants are: [Br:1][C:2]1[CH:9]=[C:8]([Cl:10])[C:5]([CH:6]=[O:7])=[C:4]([Cl:11])[CH:3]=1.[CH3:12][Mg]Br.BrC1C=C(C(O)C)C=C(F)C=1. Given the product [Br:1][C:2]1[CH:3]=[C:4]([Cl:11])[C:5]([CH:6]([OH:7])[CH3:12])=[C:8]([Cl:10])[CH:9]=1, predict the reactants needed to synthesize it. (5) Given the product [CH3:8][N:7]([S:17]([C:20]1[CH:26]=[CH:25][C:23]([CH3:24])=[CH:22][CH:21]=1)(=[O:19])=[O:18])[CH2:6][C:5]([O:4][CH2:2][CH3:3])=[O:9], predict the reactants needed to synthesize it. The reactants are: Cl.[CH2:2]([O:4][C:5](=[O:9])[CH2:6][NH:7][CH3:8])[CH3:3].C(N(CC)CC)C.[S:17](Cl)([C:20]1[CH:26]=[CH:25][C:23]([CH3:24])=[CH:22][CH:21]=1)(=[O:19])=[O:18]. (6) Given the product [F:1][CH:2]([F:24])[O:3][C:4]1[CH:9]=[CH:8][CH:7]=[CH:6][C:5]=1[N:10]1[CH:15]=[CH:14][C:13](=[O:16])[C:12]([C:17]2[N:31]([C:25]3[CH:30]=[CH:29][CH:28]=[CH:27][CH:26]=3)[N:20]=[CH:19][CH:18]=2)=[N:11]1, predict the reactants needed to synthesize it. The reactants are: [F:1][CH:2]([F:24])[O:3][C:4]1[CH:9]=[CH:8][CH:7]=[CH:6][C:5]=1[N:10]1[CH:15]=[CH:14][C:13](=[O:16])[C:12]([C:17](=O)[CH:18]=[CH:19][N:20](C)C)=[N:11]1.[C:25]1([NH:31]N)[CH:30]=[CH:29][CH:28]=[CH:27][CH:26]=1.